This data is from Peptide-MHC class I binding affinity with 185,985 pairs from IEDB/IMGT. The task is: Regression. Given a peptide amino acid sequence and an MHC pseudo amino acid sequence, predict their binding affinity value. This is MHC class I binding data. (1) The peptide sequence is VHAVYDSML. The MHC is HLA-B27:05 with pseudo-sequence HLA-B27:05. The binding affinity (normalized) is 0.213. (2) The peptide sequence is YTKVVHYRK. The MHC is HLA-A68:01 with pseudo-sequence HLA-A68:01. The binding affinity (normalized) is 0.830. (3) The peptide sequence is GADPNACDK. The MHC is HLA-A31:01 with pseudo-sequence HLA-A31:01. The binding affinity (normalized) is 0.237. (4) The peptide sequence is MLLKGTLFM. The MHC is HLA-A24:03 with pseudo-sequence HLA-A24:03. The binding affinity (normalized) is 0.0847. (5) The peptide sequence is SSPILSITI. The MHC is H-2-Kb with pseudo-sequence H-2-Kb. The binding affinity (normalized) is 0.544.